From a dataset of Forward reaction prediction with 1.9M reactions from USPTO patents (1976-2016). Predict the product of the given reaction. Given the reactants [NH:1]1[C:10]2[C:5](=[CH:6][CH:7]=[CH:8][C:9]=2[O:11][CH2:12][C:13]2[CH:18]=[CH:17][C:16]([CH2:19][CH2:20][C:21]([O:23]CC)=[O:22])=[CH:15][CH:14]=2)[CH2:4][CH2:3][CH2:2]1.[CH:26]([C:28]1[CH:33]=[CH:32][C:31]([NH:34][C:35](=[O:37])[CH3:36])=[CH:30][CH:29]=1)=O.C(O[BH-](OC(=O)C)OC(=O)C)(=O)C.[Na+], predict the reaction product. The product is: [C:35]([NH:34][C:31]1[CH:32]=[CH:33][C:28]([CH2:26][N:1]2[C:10]3[C:5](=[CH:6][CH:7]=[CH:8][C:9]=3[O:11][CH2:12][C:13]3[CH:18]=[CH:17][C:16]([CH2:19][CH2:20][C:21]([OH:23])=[O:22])=[CH:15][CH:14]=3)[CH2:4][CH2:3][CH2:2]2)=[CH:29][CH:30]=1)(=[O:37])[CH3:36].